This data is from Forward reaction prediction with 1.9M reactions from USPTO patents (1976-2016). The task is: Predict the product of the given reaction. Given the reactants [Cl:1][C:2]1[C:3]([F:10])=[C:4]([CH:7]=[CH:8][CH:9]=1)[CH2:5]Br.NC(N)=[S:13], predict the reaction product. The product is: [Cl:1][C:2]1[C:3]([F:10])=[C:4]([CH2:5][SH:13])[CH:7]=[CH:8][CH:9]=1.